The task is: Predict the reaction yield, written as a fraction of the theoretical maximum amount of product (1.0 means a 100% yield; for example, 0.34 means a 34% yield).. This data is from Reaction yield outcomes from USPTO patents with 853,638 reactions. (1) The product is [F:20][C:17]1[CH:18]=[CH:19][C:14]([CH2:13][N:10]([O:11][CH3:12])[C:8]([C:7]2[CH2:29][N:30]([CH3:31])[C:4](=[O:25])[C:5]=2[OH:6])=[O:9])=[C:15]([C:21]([F:22])([F:23])[F:24])[CH:16]=1. The reactants are CC1(C)[O:6][C:5](=[CH:7][C:8]([N:10]([CH2:13][C:14]2[CH:19]=[CH:18][C:17]([F:20])=[CH:16][C:15]=2[C:21]([F:24])([F:23])[F:22])[O:11][CH3:12])=[O:9])[C:4](=[O:25])O1.C=O.[CH3:29][NH2:30].[CH3:31]O. No catalyst specified. The yield is 0.420. (2) The reactants are [NH2:1][C:2]1[N:6]([CH3:7])[C:5](=[O:8])[C:4]([C:20]2[CH:25]=[CH:24][C:23]([O:26][CH:27]([F:29])[F:28])=[CH:22][CH:21]=2)([C:9]2[CH:14]=[CH:13][CH:12]=[C:11]([C:15]#[C:16][CH2:17][CH2:18][OH:19])[CH:10]=2)[N:3]=1.[H][H]. The catalyst is C(O)C.[Pd]. The product is [NH2:1][C:2]1[N:6]([CH3:7])[C:5](=[O:8])[C:4]([C:20]2[CH:21]=[CH:22][C:23]([O:26][CH:27]([F:29])[F:28])=[CH:24][CH:25]=2)([C:9]2[CH:14]=[CH:13][CH:12]=[C:11]([CH2:15][CH2:16][CH2:17][CH2:18][OH:19])[CH:10]=2)[N:3]=1. The yield is 0.610. (3) The product is [NH2:1][C:4]1[CH:5]=[CH:6][C:7]([C:10]2([CH2:13][NH:14][C:15](=[O:17])[CH3:16])[CH2:11][CH2:12]2)=[CH:8][CH:9]=1. The catalyst is CO.[Pd]. The yield is 0.840. The reactants are [N+:1]([C:4]1[CH:9]=[CH:8][C:7]([C:10]2([CH2:13][NH:14][C:15](=[O:17])[CH3:16])[CH2:12][CH2:11]2)=[CH:6][CH:5]=1)([O-])=O. (4) The reactants are [NH2:1][C:2]1[C:11]2[C:6](=[C:7](I)[C:8]([F:12])=[CH:9][CH:10]=2)[N:5]=[N:4][C:3]=1[C:14]([NH:16][CH2:17][CH2:18][CH3:19])=[O:15].[C:20]1(B(O)O)[CH:25]=[CH:24][CH:23]=[CH:22][CH:21]=1. No catalyst specified. The product is [NH2:1][C:2]1[C:11]2[C:6](=[C:7]([C:20]3[CH:25]=[CH:24][CH:23]=[CH:22][CH:21]=3)[C:8]([F:12])=[CH:9][CH:10]=2)[N:5]=[N:4][C:3]=1[C:14]([NH:16][CH2:17][CH2:18][CH3:19])=[O:15]. The yield is 0.260. (5) The reactants are [C:1]([O:5][C:6]([NH:8][C@H:9]1[CH2:15][CH2:14][C@@H:13]([OH:16])[CH2:12][NH:11][C:10]1=[O:17])=[O:7])([CH3:4])([CH3:3])[CH3:2].[Si:18](Cl)([C:21]([CH3:24])([CH3:23])[CH3:22])([CH3:20])[CH3:19].N1C=CN=C1. The catalyst is CN(C=O)C.O. The product is [C:1]([O:5][C:6]([NH:8][C@H:9]1[CH2:15][CH2:14][C@@H:13]([O:16][Si:18]([C:21]([CH3:24])([CH3:23])[CH3:22])([CH3:20])[CH3:19])[CH2:12][NH:11][C:10]1=[O:17])=[O:7])([CH3:4])([CH3:2])[CH3:3]. The yield is 0.780.